This data is from Full USPTO retrosynthesis dataset with 1.9M reactions from patents (1976-2016). The task is: Predict the reactants needed to synthesize the given product. Given the product [CH2:7]([CH:14]([OH:19])[C:15]([N:3]([CH3:6])[CH3:2])=[O:16])[C:8]1[CH:13]=[CH:12][CH:11]=[CH:10][CH:9]=1, predict the reactants needed to synthesize it. The reactants are: [Cl-].[CH3:2][N:3]([CH3:6])[Al+]C.[CH2:7]([CH:14]([OH:19])[C:15](OC)=[O:16])[C:8]1[CH:13]=[CH:12][CH:11]=[CH:10][CH:9]=1.Cl.